From a dataset of Full USPTO retrosynthesis dataset with 1.9M reactions from patents (1976-2016). Predict the reactants needed to synthesize the given product. (1) Given the product [Cl:24][C:19]1[CH:20]=[CH:21][CH:22]=[CH:23][C:18]=1[CH:16]([O:15][C:14]([NH:13][C:12]1[C:8]([C:5]2[CH:6]=[CH:7][C:2]([CH2:34][CH2:33][C:27]([CH3:35])([CH3:26])[CH2:28][C:29]([OH:31])=[O:30])=[CH:3][CH:4]=2)=[N:9][O:10][CH:11]=1)=[O:25])[CH3:17], predict the reactants needed to synthesize it. The reactants are: I[C:2]1[CH:7]=[CH:6][C:5]([C:8]2[C:12]([NH:13][C:14](=[O:25])[O:15][CH:16]([C:18]3[CH:23]=[CH:22][CH:21]=[CH:20][C:19]=3[Cl:24])[CH3:17])=[CH:11][O:10][N:9]=2)=[CH:4][CH:3]=1.[CH3:26][C:27]([CH3:35])([CH:33]=[CH2:34])[CH2:28][C:29]([O:31]C)=[O:30]. (2) Given the product [F:9][C:7]1[CH:8]=[C:3]2[C:4](=[C:5]([S:26]([CH3:25])(=[O:28])=[O:27])[CH:6]=1)[NH:10][C:15]1[CH:14]([CH2:19][C:20]([O:22][CH2:23][CH3:24])=[O:21])[CH2:13][CH2:18][CH2:17][C:16]2=1, predict the reactants needed to synthesize it. The reactants are: [Cl-].Br[C:3]1[CH:8]=[C:7]([F:9])[CH:6]=[CH:5][C:4]=1[NH:10][NH3+].O=[C:13]1[CH2:18][CH2:17][CH2:16][CH2:15][CH:14]1[CH2:19][C:20]([O:22][CH2:23][CH3:24])=[O:21].[CH3:25][S:26]([O-:28])=[O:27].[Na+]. (3) Given the product [ClH:27].[NH2:8][C@H:9]([CH2:10][C:11]1[CH:16]=[CH:15][CH:14]=[C:13]([I:17])[CH:12]=1)[C:18]([OH:20])=[O:19], predict the reactants needed to synthesize it. The reactants are: C([NH:8][C@@H:9]([C:18]([OH:20])=[O:19])[CH2:10][C:11]1[CH:16]=[CH:15][CH:14]=[C:13]([I:17])[CH:12]=1)(OC(C)(C)C)=O.O1CCOCC1.[ClH:27].